From a dataset of Catalyst prediction with 721,799 reactions and 888 catalyst types from USPTO. Predict which catalyst facilitates the given reaction. (1) Reactant: [F:1][C:2]1[CH:7]=[CH:6][C:5]([C:8]2[N:9]=[C:10]([CH2:13][C:14]#[N:15])[S:11][CH:12]=2)=[CH:4][CH:3]=1.CO.Cl. The catalyst class is: 7. Product: [F:1][C:2]1[CH:3]=[CH:4][C:5]([C:8]2[N:9]=[C:10]([CH2:13][CH2:14][NH2:15])[S:11][CH:12]=2)=[CH:6][CH:7]=1. (2) Reactant: FC(F)(F)S(O[C:7]1[CH:12]=[CH:11][C:10]([Cl:13])=[C:9]([NH:14][C@@H:15]([C:17]2[CH:22]=[CH:21][C:20]([Cl:23])=[CH:19][C:18]=2[Cl:24])[CH3:16])[CH:8]=1)(=O)=O.[B:27]1([B:27]2[O:31][C:30]([CH3:33])([CH3:32])[C:29]([CH3:35])([CH3:34])[O:28]2)[O:31][C:30]([CH3:33])([CH3:32])[C:29]([CH3:35])([CH3:34])[O:28]1.C([O-])(=O)C.[K+]. Product: [Cl:13][C:10]1[CH:11]=[CH:12][C:7]([B:27]2[O:31][C:30]([CH3:33])([CH3:32])[C:29]([CH3:35])([CH3:34])[O:28]2)=[CH:8][C:9]=1[NH:14][C@@H:15]([C:17]1[CH:22]=[CH:21][C:20]([Cl:23])=[CH:19][C:18]=1[Cl:24])[CH3:16]. The catalyst class is: 75. (3) Reactant: [O:1]=[C:2]1[NH:7][CH2:6][CH2:5][N:4]([C:8]([O:10][CH2:11][C:12]2[CH:17]=[CH:16][CH:15]=[CH:14][CH:13]=2)=[O:9])[CH2:3]1.C([O-])([O-])=[O:19].[Cs+].[Cs+].[CH3:24][C:25]1(C)C2C(=C(P(C3C=CC=CC=3)C3C=CC=CC=3)C=CC=2)O[C:27]2[C:28](P(C3C=CC=CC=3)C3C=CC=CC=3)=[CH:29][CH:30]=[CH:31][C:26]1=2. Product: [C:25]([C:26]1[CH:31]=[CH:30][C:29]([N:7]2[CH2:6][CH2:5][N:4]([C:8]([O:10][CH2:11][C:12]3[CH:17]=[CH:16][CH:15]=[CH:14][CH:13]=3)=[O:9])[CH2:3][C:2]2=[O:1])=[CH:28][CH:27]=1)(=[O:19])[CH3:24]. The catalyst class is: 62. (4) Reactant: [C:1]([C:3]1[CH:4]=[CH:5][C:6]2[N:10]([S:11]([C:14]3[CH:19]=[CH:18][C:17]([O:20][CH3:21])=[CH:16][CH:15]=3)(=[O:13])=[O:12])[C:9](=[O:22])[N:8]([CH:23]([C:31]3[CH:36]=[CH:35][CH:34]=[CH:33][CH:32]=3)[C:24]([O:26]C(C)(C)C)=[O:25])[C:7]=2[CH:37]=1)#[N:2].FC(F)(F)C(O)=O. Product: [C:1]([C:3]1[CH:4]=[CH:5][C:6]2[N:10]([S:11]([C:14]3[CH:15]=[CH:16][C:17]([O:20][CH3:21])=[CH:18][CH:19]=3)(=[O:13])=[O:12])[C:9](=[O:22])[N:8]([CH:23]([C:31]3[CH:32]=[CH:33][CH:34]=[CH:35][CH:36]=3)[C:24]([OH:26])=[O:25])[C:7]=2[CH:37]=1)#[N:2]. The catalyst class is: 4. (5) Reactant: C(O)C.[F:4][C:5]([F:18])([F:17])[C:6]1[O:7][C:8]2[CH:14]=[CH:13][C:12]([CH:15]=[O:16])=[CH:11][C:9]=2[CH:10]=1.[BH4-].[Na+]. Product: [F:18][C:5]([F:4])([F:17])[C:6]1[O:7][C:8]2[CH:14]=[CH:13][C:12]([CH2:15][OH:16])=[CH:11][C:9]=2[CH:10]=1. The catalyst class is: 15. (6) Reactant: [Cl:1][C:2]1[S:6][C:5]([C:7]([NH:9][C:10]2[CH:18]=[CH:17][CH:16]=[C:15]3[C:11]=2[C:12](=[O:28])[N:13]([CH2:20][CH2:21][CH:22]2[CH2:27][CH2:26][NH:25][CH2:24][CH2:23]2)[C:14]3=[O:19])=[O:8])=[CH:4][CH:3]=1.[CH:29](N(CC)C(C)C)(C)[CH3:30].ICC. Product: [Cl:1][C:2]1[S:6][C:5]([C:7]([NH:9][C:10]2[CH:18]=[CH:17][CH:16]=[C:15]3[C:11]=2[C:12](=[O:28])[N:13]([CH2:20][CH2:21][CH:22]2[CH2:27][CH2:26][N:25]([CH2:29][CH3:30])[CH2:24][CH2:23]2)[C:14]3=[O:19])=[O:8])=[CH:4][CH:3]=1. The catalyst class is: 12.